Dataset: Catalyst prediction with 721,799 reactions and 888 catalyst types from USPTO. Task: Predict which catalyst facilitates the given reaction. (1) Reactant: [Li+].C[CH:3]([N-:5][CH:6]([CH3:8])[CH3:7])[CH3:4].[C:9](#N)[C:10]([CH3:12])=O. Product: [NH:5]1[C:6]2[C:7](=[CH:9][CH:10]=[CH:12][CH:8]=2)[CH:4]=[CH:3]1. The catalyst class is: 1. (2) Reactant: C[O-].[Na+].CO.C([O:9][C@@H:10]1[C@@H:16]([CH2:17][O:18]C(=O)C)[O:15][C@H:13]([CH3:14])[CH:12]=[CH:11]1)(=O)C. Product: [CH3:14][C@H:13]1[O:15][C@H:16]([CH2:17][OH:18])[C@@H:10]([OH:9])[CH:11]=[CH:12]1. The catalyst class is: 5. (3) Reactant: C[O:2][C:3]([C@H:5]1[CH2:10][CH2:9][C@@H:8]([CH3:11])[N:7]([C:12]([O:14][CH2:15][C:16]2[CH:21]=[CH:20][CH:19]=[CH:18][CH:17]=2)=[O:13])[CH2:6]1)=[O:4].[OH-].[Na+]. Product: [CH2:15]([O:14][C:12]([N:7]1[C@H:8]([CH3:11])[CH2:9][CH2:10][C@H:5]([C:3]([OH:4])=[O:2])[CH2:6]1)=[O:13])[C:16]1[CH:17]=[CH:18][CH:19]=[CH:20][CH:21]=1. The catalyst class is: 24. (4) Reactant: Cl.[NH2:2][C@@H:3]([CH2:12][CH3:13])[CH2:4][NH:5][C:6](=[O:11])[C:7]([O:9]C)=O.[Cl:14][C:15]1[C:22]([C:23]([F:26])([F:25])[F:24])=[CH:21][CH:20]=[CH:19][C:16]=1[CH:17]=O.C(O[BH-](OC(=O)C)OC(=O)C)(=O)C.[Na+].C(N(CC)CC)C. Product: [Cl:14][C:15]1[C:22]([C:23]([F:24])([F:25])[F:26])=[CH:21][CH:20]=[CH:19][C:16]=1[CH2:17][N:2]1[C@@H:3]([CH2:12][CH3:13])[CH2:4][NH:5][C:6](=[O:11])[C:7]1=[O:9]. The catalyst class is: 473. (5) Reactant: [OH:1][CH:2]1[CH2:7][CH2:6][CH:5]([C:8]([O:10][CH2:11][CH3:12])=[O:9])[CH2:4][CH2:3]1.[CH3:13][C:14]1[CH:19]=[CH:18][C:17]([S:20](Cl)(=[O:22])=[O:21])=[CH:16][CH:15]=1.C(N(CC)CC)C. Product: [S:20]([O:1][CH:2]1[CH2:3][CH2:4][CH:5]([C:8]([O:10][CH2:11][CH3:12])=[O:9])[CH2:6][CH2:7]1)([C:17]1[CH:18]=[CH:19][C:14]([CH3:13])=[CH:15][CH:16]=1)(=[O:22])=[O:21]. The catalyst class is: 4. (6) Reactant: [CH3:1][C:2]1[CH:8]=[CH:7][C:5]([NH2:6])=[CH:4][C:3]=1[NH:9][C:10]1[N:15]=[C:14]([C:16]2[CH:17]=[N:18][CH:19]=[N:20][CH:21]=2)[CH:13]=[CH:12][N:11]=1.[F:22][CH:23]([F:45])[C:24]1[CH:25]=[C:26]([CH:34]=[CH:35][C:36]=1[CH2:37][N:38]1[CH2:43][CH2:42][N:41]([CH3:44])[CH2:40][CH2:39]1)[C:27](OC(C)(C)C)=[O:28].C(=O)([O-])O.[Na+]. Product: [F:45][CH:23]([F:22])[C:24]1[CH:25]=[C:26]([CH:34]=[CH:35][C:36]=1[CH2:37][N:38]1[CH2:39][CH2:40][N:41]([CH3:44])[CH2:42][CH2:43]1)[C:27]([NH:6][C:5]1[CH:7]=[CH:8][C:2]([CH3:1])=[C:3]([NH:9][C:10]2[N:15]=[C:14]([C:16]3[CH:17]=[N:18][CH:19]=[N:20][CH:21]=3)[CH:13]=[CH:12][N:11]=2)[CH:4]=1)=[O:28]. The catalyst class is: 17.